This data is from Catalyst prediction with 721,799 reactions and 888 catalyst types from USPTO. The task is: Predict which catalyst facilitates the given reaction. (1) Reactant: [F:1][C:2]1[C:12]([F:13])=[CH:11][C:10]2=[C:14]3[C:3]=1[O:4][CH2:5][CH:6]([CH3:17])[N:7]3C(=O)[C:9]2=[O:15].[OH:18]O. Product: [F:13][C:12]1[C:2]([F:1])=[C:3]2[O:4][CH2:5][CH:6]([CH3:17])[NH:7][C:14]2=[C:10]([C:9]([OH:15])=[O:18])[CH:11]=1. The catalyst class is: 74. (2) Reactant: [C:1]([C:3]1[CH:4]=[C:5]([S:9](Cl)(=[O:11])=[O:10])[CH:6]=[CH:7][CH:8]=1)#[N:2].[NH2:13][C:14]1[CH:15]=[C:16]([CH:32]=[CH:33][CH:34]=1)[CH2:17][O:18][C:19]1[CH:24]=[CH:23][C:22]([C:25](=[O:27])[CH3:26])=[C:21]([OH:28])[C:20]=1[CH2:29][CH2:30][CH3:31].N1C=CC=CC=1. Product: [C:25]([C:22]1[CH:23]=[CH:24][C:19]([O:18][CH2:17][C:16]2[CH:15]=[C:14]([NH:13][S:9]([C:5]3[CH:6]=[CH:7][CH:8]=[C:3]([C:1]#[N:2])[CH:4]=3)(=[O:11])=[O:10])[CH:34]=[CH:33][CH:32]=2)=[C:20]([CH2:29][CH2:30][CH3:31])[C:21]=1[OH:28])(=[O:27])[CH3:26]. The catalyst class is: 4. (3) Reactant: [Br:1][C:2]1[C:10]2[C:5](=[N:6][C:7]([NH2:12])=[N:8][C:9]=2[Cl:11])[NH:4][N:3]=1.[OH-].[K+].[CH3:15]I. Product: [Br:1][C:2]1[C:10]2[C:5](=[N:6][C:7]([NH2:12])=[N:8][C:9]=2[Cl:11])[N:4]([CH3:15])[N:3]=1. The catalyst class is: 303. (4) Reactant: [C:1](=[NH:5])(OC)[CH3:2].[NH2:6][C:7]1[C:15]2[C:10](=[CH:11][C:12]([Cl:22])=[C:13]([C:16]3[CH:21]=[CH:20][CH:19]=[CH:18][CH:17]=3)[CH:14]=2)[NH:9][N:8]=1. Product: [Cl:22][C:12]1[CH:11]=[C:10]2[C:15]([C:7]([NH:6][C:1](=[NH:5])[CH3:2])=[N:8][NH:9]2)=[CH:14][C:13]=1[C:16]1[CH:21]=[CH:20][CH:19]=[CH:18][CH:17]=1. The catalyst class is: 477. (5) Reactant: [NH:1]1[CH2:6][CH2:5][O:4][CH2:3][CH2:2]1.[Cl:7][C:8]1[N:13]=[C:12]([NH:14][C:15]2[CH:19]=[C:18]([CH3:20])[NH:17][N:16]=2)[C:11]([F:21])=[C:10](Cl)[N:9]=1.CCN(C(C)C)C(C)C. Product: [Cl:7][C:8]1[N:13]=[C:12]([NH:14][C:15]2[CH:19]=[C:18]([CH3:20])[NH:17][N:16]=2)[C:11]([F:21])=[C:10]([N:1]2[CH2:6][CH2:5][O:4][CH2:3][CH2:2]2)[N:9]=1. The catalyst class is: 8. (6) Reactant: [CH3:1][S:2][C:3]1[N:8]=[C:7]([NH:9][CH3:10])[C:6]([N+:11]([O-:13])=[O:12])=[C:5]([N:14]([CH3:16])[CH3:15])[N:4]=1.ClC1C=CC=C(C(OO)=[O:25])C=1. Product: [CH3:1][S:2]([C:3]1[N:8]=[C:7]([NH:9][CH3:10])[C:6]([N+:11]([O-:13])=[O:12])=[C:5]([N:14]([CH3:16])[CH3:15])[N:4]=1)=[O:25]. The catalyst class is: 61. (7) Reactant: [N+:1]([C:4]1[N:9]=[CH:8][C:7]([C:10]2[CH2:15][CH2:14][N:13](C(OC(C)(C)C)=O)[CH2:12][CH:11]=2)=[CH:6][CH:5]=1)([O-:3])=[O:2]. Product: [N+:1]([C:4]1[CH:5]=[CH:6][C:7]([C:10]2[CH2:15][CH2:14][NH:13][CH2:12][CH:11]=2)=[CH:8][N:9]=1)([O-:3])=[O:2]. The catalyst class is: 89. (8) Product: [Br:12][C:5]1[CH:6]=[CH:7][C:8]([N:9]([CH3:11])[CH3:10])=[C:2]([Cl:1])[C:3]=1[NH2:4]. Reactant: [Cl:1][C:2]1[C:8]([N:9]([CH3:11])[CH3:10])=[CH:7][CH:6]=[CH:5][C:3]=1[NH2:4].[Br:12]N1C(=O)CCC1=O. The catalyst class is: 3. (9) Reactant: [ClH:1].[F:2][C:3]1([F:18])[CH2:10][N:9](C(OC(C)(C)C)=O)[CH2:8][CH2:7][C:4]21[CH2:6][CH2:5]2. Product: [ClH:1].[F:2][C:3]1([F:18])[CH2:10][NH:9][CH2:8][CH2:7][C:4]21[CH2:6][CH2:5]2. The catalyst class is: 8.